This data is from Full USPTO retrosynthesis dataset with 1.9M reactions from patents (1976-2016). The task is: Predict the reactants needed to synthesize the given product. (1) The reactants are: [CH:1]1([C:7]([OH:9])=O)[CH2:6][CH2:5][CH2:4][CH2:3][CH2:2]1.CN(C(ON1N=NC2C=CC=NC1=2)=[N+](C)C)C.F[P-](F)(F)(F)(F)F.C(N(C(C)C)C(C)C)C.[O:43]1[CH2:48][CH2:47][O:46][CH2:45][CH:44]1[C:49]1[C:57]2[S:56][C:55]([NH2:58])=[N:54][C:53]=2[C:52]([O:59][CH3:60])=[CH:51][CH:50]=1. Given the product [O:43]1[CH2:48][CH2:47][O:46][CH2:45][CH:44]1[C:49]1[C:57]2[S:56][C:55]([NH:58][C:7]([CH:1]3[CH2:2][CH2:3][CH2:4][CH2:5][CH2:6]3)=[O:9])=[N:54][C:53]=2[C:52]([O:59][CH3:60])=[CH:51][CH:50]=1, predict the reactants needed to synthesize it. (2) The reactants are: [CH:1]([C:4]1[CH:10]=[CH:9][CH:8]=[C:7]([CH:11]([CH3:13])[CH3:12])[C:5]=1[NH2:6])([CH3:3])[CH3:2].Cl[C:15]1[CH:32]=[C:19]2[C:20]3[C:25]([CH2:26][CH2:27][N:18]2[C:17](=[O:33])[N:16]=1)=[CH:24][C:23]([O:28][CH3:29])=[C:22]([O:30][CH3:31])[CH:21]=3. Given the product [CH:11]([C:7]1[CH:8]=[CH:9][CH:10]=[C:4]([CH:1]([CH3:3])[CH3:2])[C:5]=1[N:6]=[C:15]1[CH:32]=[C:19]2[C:20]3[C:25]([CH2:26][CH2:27][N:18]2[C:17](=[O:33])[NH:16]1)=[CH:24][C:23]([O:28][CH3:29])=[C:22]([O:30][CH3:31])[CH:21]=3)([CH3:13])[CH3:12], predict the reactants needed to synthesize it.